From a dataset of Forward reaction prediction with 1.9M reactions from USPTO patents (1976-2016). Predict the product of the given reaction. Given the reactants [CH3:1][C:2]1[CH:3]=[C:4]([CH:6]=[C:7](B2OC(C)(C)C(C)(C)O2)[CH:8]=1)[NH2:5].Br[C:19]1[S:23][C:22]([C:24]2([OH:36])[CH2:29][CH2:28][CH:27]([C:30]([O:32][CH2:33][CH3:34])=[O:31])[CH:26]([CH3:35])[CH2:25]2)=[N:21][CH:20]=1.CC(C1C=C(C(C)C)C(C2C=CC=CC=2P(C2CCCCC2)C2CCCCC2)=C(C(C)C)C=1)C.C([O-])([O-])=O.[Cs+].[Cs+], predict the reaction product. The product is: [NH2:5][C:4]1[CH:6]=[C:7]([C:19]2[S:23][C:22]([C:24]3([OH:36])[CH2:29][CH2:28][CH:27]([C:30]([O:32][CH2:33][CH3:34])=[O:31])[CH:26]([CH3:35])[CH2:25]3)=[N:21][CH:20]=2)[CH:8]=[C:2]([CH3:1])[CH:3]=1.